Dataset: Reaction yield outcomes from USPTO patents with 853,638 reactions. Task: Predict the reaction yield, written as a fraction of the theoretical maximum amount of product (1.0 means a 100% yield; for example, 0.34 means a 34% yield). (1) The product is [CH2:3]([O:5][C:6]([C:8]1[N:9]([CH:19]([C:20]#[N:21])[CH3:22])[C:10]2[C:15]([CH:16]=1)=[CH:14][CH:13]=[C:12]([Cl:17])[CH:11]=2)=[O:7])[CH3:4]. The catalyst is CN(C)C=O. The reactants are [H-].[Na+].[CH2:3]([O:5][C:6]([C:8]1[NH:9][C:10]2[C:15]([CH:16]=1)=[CH:14][CH:13]=[C:12]([Cl:17])[CH:11]=2)=[O:7])[CH3:4].Br[CH:19]([CH3:22])[C:20]#[N:21]. The yield is 0.670. (2) The reactants are [CH3:1][N:2]([CH3:27])[C@@H:3]1[CH2:7][CH2:6][N:5]([C:8]([NH:10][C:11]2[CH:16]=[C:15]([O:17][C:18]3[CH:19]=[N:20][C:21]([N+:24]([O-])=O)=[CH:22][CH:23]=3)[CH:14]=[CH:13][N:12]=2)=[O:9])[CH2:4]1.[NH4+].[Cl-]. The catalyst is CO.C1COCC1.CCOC(C)=O.[Zn]. The product is [NH2:24][C:21]1[N:20]=[CH:19][C:18]([O:17][C:15]2[CH:14]=[CH:13][N:12]=[C:11]([NH:10][C:8]([N:5]3[CH2:6][CH2:7][C@@H:3]([N:2]([CH3:27])[CH3:1])[CH2:4]3)=[O:9])[CH:16]=2)=[CH:23][CH:22]=1. The yield is 0.910. (3) The reactants are C([O-])(=O)C.[NH4+:5].[C:6]([CH2:8][C:9]([O:11]CC)=O)#[N:7].[CH2:14]([O:16][C:17]([C:19]1([C:22](=O)[CH3:23])[CH2:21][CH2:20]1)=[O:18])[CH3:15].[N+:25]([C:28]1[CH:29]=[C:30]([CH:33]=[CH:34][CH:35]=1)[CH:31]=O)([O-:27])=[O:26]. No catalyst specified. The product is [CH2:14]([O:16][C:17]([C:19]1([C:22]2[NH:5][C:9](=[O:11])[C:8]([C:6]#[N:7])=[C:31]([C:30]3[CH:33]=[CH:34][CH:35]=[C:28]([N+:25]([O-:27])=[O:26])[CH:29]=3)[CH:23]=2)[CH2:21][CH2:20]1)=[O:18])[CH3:15]. The yield is 0.100. (4) The reactants are [CH3:1][O:2][C:3]1[CH:4]=[C:5]([CH2:11][CH2:12][C@@H:13]([O:29][C:30]([C@@H:32]2[CH2:37][CH2:36][CH2:35][CH2:34][N:33]2[C:38](=[O:46])[C:39](=[O:45])[C:40]([CH3:44])([CH3:43])[CH2:41][CH3:42])=[O:31])[C:14]2[CH:19]=[CH:18][CH:17]=[C:16]([O:20][CH2:21][C:22]([NH:24][CH2:25][CH2:26][CH2:27][OH:28])=[O:23])[CH:15]=2)[CH:6]=[CH:7][C:8]=1[O:9][CH3:10].C1N=CN([C:52](N2C=NC=C2)=[O:53])C=1.Cl.[NH2:60][C@@H:61]([CH2:82][C:83]1[CH:88]=[CH:87][CH:86]=[CH:85][CH:84]=1)[C@H:62]([OH:81])[CH2:63][N:64]([CH2:77][CH:78]([CH3:80])[CH3:79])[S:65]([C:68]1[CH:73]=[CH:72][C:71]([N+:74]([O-:76])=[O:75])=[CH:70][CH:69]=1)(=[O:67])=[O:66]. The catalyst is CCOC(C)=O. The product is [CH2:82]([C@@H:61]([C@H:62]([OH:81])[CH2:63][N:64]([S:65]([C:68]1[CH:69]=[CH:70][C:71]([N+:74]([O-:76])=[O:75])=[CH:72][CH:73]=1)(=[O:66])=[O:67])[CH2:77][CH:78]([CH3:79])[CH3:80])[NH:60][C:52](=[O:53])[O:28][CH2:27][CH2:26][CH2:25][NH:24][C:22](=[O:23])[CH2:21][O:20][C:16]1[CH:15]=[C:14]([C@H:13]([O:29][C:30]([C@@H:32]2[CH2:37][CH2:36][CH2:35][CH2:34][N:33]2[C:38](=[O:46])[C:39](=[O:45])[C:40]([CH3:43])([CH3:44])[CH2:41][CH3:42])=[O:31])[CH2:12][CH2:11][C:5]2[CH:6]=[CH:7][C:8]([O:9][CH3:10])=[C:3]([O:2][CH3:1])[CH:4]=2)[CH:19]=[CH:18][CH:17]=1)[C:83]1[CH:84]=[CH:85][CH:86]=[CH:87][CH:88]=1. The yield is 0.0700. (5) The catalyst is CN(C)C=O. The product is [N+:1]([C:4]1[CH:9]=[CH:8][C:7]([C:10]2[NH:20][N:16]=[CH:15][CH:11]=2)=[CH:6][CH:5]=1)([O-:3])=[O:2]. The yield is 0.980. The reactants are [N+:1]([C:4]1[CH:9]=[CH:8][C:7]([C:10](=O)[CH3:11])=[CH:6][CH:5]=1)([O-:3])=[O:2].CO[CH:15](OC)[NH2:16].O.[NH2:20]N. (6) The reactants are [NH2:1][CH2:2][C:3]1[C:4](=[O:22])[NH:5][C:6]([C@H:9]2[C@H:13]([CH3:14])[CH2:12][N:11]([CH2:15][C:16]3[CH:21]=[CH:20][CH:19]=[CH:18][CH:17]=3)[CH2:10]2)=[N:7][N:8]=1.[O:23]1[CH2:28][CH2:27][CH:26]([C:29](ON2C(=O)CCC2=O)=[O:30])[CH2:25][CH2:24]1. The catalyst is C(Cl)Cl. The product is [CH2:15]([N:11]1[CH2:12][C@@H:13]([CH3:14])[C@H:9]([C:6]2[NH:5][C:4](=[O:22])[C:3]([CH2:2][NH:1][C:29]([CH:26]3[CH2:27][CH2:28][O:23][CH2:24][CH2:25]3)=[O:30])=[N:8][N:7]=2)[CH2:10]1)[C:16]1[CH:21]=[CH:20][CH:19]=[CH:18][CH:17]=1. The yield is 0.710. (7) The reactants are [C:1]([O:7][CH2:8][C:9]([F:14])([F:13])[S:10]([O-:12])=[O:11])(=[O:6])[CH2:2][CH2:3][CH2:4][CH3:5].[Na+:15].[OH2:16]. No catalyst specified. The product is [C:1]([O:7][CH2:8][C:9]([F:14])([F:13])[S:10]([O-:16])(=[O:12])=[O:11])(=[O:6])[CH2:2][CH2:3][CH2:4][CH3:5].[Na+:15]. The yield is 0.880. (8) The reactants are [Br:1][C:2]1[CH:3]=[CH:4][C:5]2[N:9]=[C:8]([C:10](Cl)(Cl)Cl)[N:7]([C:14]3[CH:19]=[CH:18][N:17]=[C:16]([NH2:20])[N:15]=3)[C:6]=2[CH:21]=1.[NH:22]1[CH2:26][CH2:25][CH2:24][CH2:23]1.C(=O)([O-])[O-:28].[Cs+].[Cs+]. The catalyst is CN(C)C=O. The product is [Br:1][C:2]1[CH:3]=[CH:4][C:5]2[N:9]=[C:8]([C:10]([N:22]3[CH2:26][CH2:25][CH2:24][CH2:23]3)=[O:28])[N:7]([C:14]3[CH:19]=[CH:18][N:17]=[C:16]([NH2:20])[N:15]=3)[C:6]=2[CH:21]=1. The yield is 0.510.